This data is from Retrosynthesis with 50K atom-mapped reactions and 10 reaction types from USPTO. The task is: Predict the reactants needed to synthesize the given product. Given the product O=C(Nc1ncccn1)C(CC1CCCC1)c1ccc(Cl)c(Cl)c1, predict the reactants needed to synthesize it. The reactants are: Nc1ncccn1.O=C(O)C(CC1CCCC1)c1ccc(Cl)c(Cl)c1.